The task is: Predict the reaction yield, written as a fraction of the theoretical maximum amount of product (1.0 means a 100% yield; for example, 0.34 means a 34% yield).. This data is from Reaction yield outcomes from USPTO patents with 853,638 reactions. The reactants are [N:1]12[CH2:28][CH2:27][CH2:26][C@@H:25]1[C:24](=[O:29])[O:23][CH2:22][CH2:21][CH2:20][CH:19]=[CH:18][CH2:17][CH2:16][CH2:15][O:14][C:13](=[O:30])[C@@H:12]1[N:8]([CH2:9][CH2:10][CH2:11]1)[C:7](=[O:31])[CH2:6][CH2:5][CH2:4][CH2:3][C:2]2=[O:32]. The catalyst is C(OC(=O)C)C.[Pd]. The product is [N:1]12[CH2:28][CH2:27][CH2:26][C@@H:25]1[C:24](=[O:29])[O:23][CH2:22][CH2:21][CH2:20][CH2:19][CH2:18][CH2:17][CH2:16][CH2:15][O:14][C:13](=[O:30])[C@@H:12]1[N:8]([CH2:9][CH2:10][CH2:11]1)[C:7](=[O:31])[CH2:6][CH2:5][CH2:4][CH2:3][C:2]2=[O:32]. The yield is 0.610.